This data is from Catalyst prediction with 721,799 reactions and 888 catalyst types from USPTO. The task is: Predict which catalyst facilitates the given reaction. Reactant: [Cl:1][C:2]1[CH:9]=[C:8]([O:10][CH3:11])[C:7]([OH:12])=[CH:6][C:3]=1[CH:4]=[O:5].Cl[CH2:14][CH2:15][N:16]1[CH2:21][CH2:20][O:19][CH2:18][CH2:17]1.Cl.C([O-])([O-])=O.[K+].[K+]. Product: [Cl:1][C:2]1[CH:9]=[C:8]([O:10][CH3:11])[C:7]([O:12][CH2:14][CH2:15][N:16]2[CH2:21][CH2:20][O:19][CH2:18][CH2:17]2)=[CH:6][C:3]=1[CH:4]=[O:5]. The catalyst class is: 10.